This data is from Catalyst prediction with 721,799 reactions and 888 catalyst types from USPTO. The task is: Predict which catalyst facilitates the given reaction. (1) Reactant: Cl[C:2]1[CH:7]=[C:6]([C:8]([CH3:11])([CH3:10])[CH3:9])[N:5]=[C:4]([C:12]2[CH:17]=[CH:16][CH:15]=[CH:14][C:13]=2[C:18]([F:21])([F:20])[F:19])[N:3]=1.[NH:22]1[C:26]2=[N:27][CH:28]=[CH:29][CH:30]=[C:25]2[C:24]([NH2:31])=[N:23]1.O.C(=O)(O)[O-].[Na+]. Product: [C:8]([C:6]1[N:5]=[C:4]([C:12]2[CH:17]=[CH:16][CH:15]=[CH:14][C:13]=2[C:18]([F:21])([F:20])[F:19])[N:3]=[C:2]([NH:31][C:24]2[C:25]3[C:26](=[N:27][CH:28]=[CH:29][CH:30]=3)[NH:22][N:23]=2)[CH:7]=1)([CH3:11])([CH3:10])[CH3:9]. The catalyst class is: 60. (2) Reactant: [NH:1]1[CH:5]=[C:4]([C:6]2[CH:11]=[CH:10][CH:9]=[CH:8][N:7]=2)[N:3]=[CH:2]1.[H-].[Na+].CS(O[CH:19]1[CH2:24][CH2:23][N:22]([C:25]([O:27][C:28]([CH3:31])([CH3:30])[CH3:29])=[O:26])[CH2:21][CH2:20]1)(=O)=O. Product: [N:7]1[CH:8]=[CH:9][CH:10]=[CH:11][C:6]=1[C:4]1[N:3]=[CH:2][N:1]([CH:19]2[CH2:24][CH2:23][N:22]([C:25]([O:27][C:28]([CH3:31])([CH3:30])[CH3:29])=[O:26])[CH2:21][CH2:20]2)[CH:5]=1. The catalyst class is: 85. (3) Reactant: [NH2:1][CH:2]([C:7]1[CH:12]=[CH:11][C:10]([C:13]([F:16])([F:15])[F:14])=[C:9]([F:17])[CH:8]=1)[CH2:3][C:4](O)=[O:5].[H-].[H-].[H-].[H-].[Li+].[Al+3]. Product: [NH3:1].[NH2:1][CH:2]([C:7]1[CH:12]=[CH:11][C:10]([C:13]([F:14])([F:15])[F:16])=[C:9]([F:17])[CH:8]=1)[CH2:3][CH2:4][OH:5]. The catalyst class is: 1. (4) Reactant: [Cl:1][C:2]1[CH:7]=[C:6]([NH2:8])[CH:5]=[CH:4][N:3]=1.C(=O)([O-])[O-].[Na+].[Na+].[I-:15].[K+].II.[OH-].[Na+].S([O-])([O-])(=O)=S.[Na+].[Na+]. Product: [Cl:1][C:2]1[C:7]([I:15])=[C:6]([NH2:8])[CH:5]=[CH:4][N:3]=1. The catalyst class is: 6. (5) Reactant: [Cl:1][C:2]1[CH:8]=[CH:7][C:5]([NH2:6])=[C:4]([F:9])[CH:3]=1.Cl.Cl[C:12]1[C:21]2[C:16](=[CH:17][C:18]([O:24][CH2:25][CH2:26][N:27]([CH3:35])[C:28]3[CH:33]=[C:32]([CH3:34])[N:31]=[CH:30][N:29]=3)=[C:19]([O:22][CH3:23])[CH:20]=2)[N:15]=[CH:14][N:13]=1. Product: [ClH:1].[Cl:1][C:2]1[CH:8]=[CH:7][C:5]([NH:6][C:12]2[C:21]3[C:16](=[CH:17][C:18]([O:24][CH2:25][CH2:26][N:27]([CH3:35])[C:28]4[CH:33]=[C:32]([CH3:34])[N:31]=[CH:30][N:29]=4)=[C:19]([O:22][CH3:23])[CH:20]=3)[N:15]=[CH:14][N:13]=2)=[C:4]([F:9])[CH:3]=1. The catalyst class is: 32. (6) Reactant: [N:1]1([C:6]2[CH:11]=[CH:10][C:9]([C:12](=[O:14])[CH3:13])=[CH:8][CH:7]=2)[CH:5]=[CH:4][N:3]=[CH:2]1.[Cl:15][C:16]1[CH:17]=[C:18]([C:23](=[O:28])[C:24]([F:27])([F:26])[F:25])[CH:19]=[C:20]([Cl:22])[CH:21]=1.C(N(CCCC)CCCC)CCC. Product: [N:1]1([C:6]2[CH:7]=[CH:8][C:9]([C:12](=[O:14])[CH2:13][C:23]([C:18]3[CH:19]=[C:20]([Cl:22])[CH:21]=[C:16]([Cl:15])[CH:17]=3)([OH:28])[C:24]([F:27])([F:26])[F:25])=[CH:10][CH:11]=2)[CH:5]=[CH:4][N:3]=[CH:2]1. The catalyst class is: 11.